Dataset: Peptide-MHC class II binding affinity with 134,281 pairs from IEDB. Task: Regression. Given a peptide amino acid sequence and an MHC pseudo amino acid sequence, predict their binding affinity value. This is MHC class II binding data. (1) The peptide sequence is GLAVLRKVKRVVASL. The MHC is DRB3_0301 with pseudo-sequence DRB3_0301. The binding affinity (normalized) is 0.635. (2) The peptide sequence is DVDIIVDARLDLSST. The MHC is DRB1_0101 with pseudo-sequence DRB1_0101. The binding affinity (normalized) is 0.202. (3) The peptide sequence is YKLGPSPKARSERPA. The MHC is DRB5_0101 with pseudo-sequence DRB5_0101. The binding affinity (normalized) is 0.550. (4) The peptide sequence is KRVPMALQHFGWEVM. The MHC is DRB1_0801 with pseudo-sequence DRB1_0801. The binding affinity (normalized) is 0.310. (5) The peptide sequence is GAGLAFSIMKSVGTG. The MHC is DRB1_0401 with pseudo-sequence DRB1_0401. The binding affinity (normalized) is 0.800. (6) The peptide sequence is PGMAKIPAGELQIID. The MHC is HLA-DQA10101-DQB10501 with pseudo-sequence HLA-DQA10101-DQB10501. The binding affinity (normalized) is 0.